This data is from Full USPTO retrosynthesis dataset with 1.9M reactions from patents (1976-2016). The task is: Predict the reactants needed to synthesize the given product. Given the product [Cl:1][C:2]1[CH:3]=[C:4]2[C:9](=[C:10]([Cl:12])[CH:11]=1)[CH2:8][N:7]([CH3:13])[CH2:6][CH:5]2[C:14]1[CH:15]=[C:16]([NH:20][CH:21]=[O:23])[CH:17]=[CH:18][CH:19]=1, predict the reactants needed to synthesize it. The reactants are: [Cl:1][C:2]1[CH:3]=[C:4]2[C:9](=[C:10]([Cl:12])[CH:11]=1)[CH2:8][N:7]([CH3:13])[CH2:6][CH:5]2[C:14]1[CH:15]=[C:16]([NH2:20])[CH:17]=[CH:18][CH:19]=1.[C:21](OCC)(=[O:23])C.C(=O)(O)[O-].[Na+].